Dataset: Peptide-MHC class I binding affinity with 185,985 pairs from IEDB/IMGT. Task: Regression. Given a peptide amino acid sequence and an MHC pseudo amino acid sequence, predict their binding affinity value. This is MHC class I binding data. (1) The peptide sequence is ISKKAKGWF. The MHC is HLA-B53:01 with pseudo-sequence HLA-B53:01. The binding affinity (normalized) is 0.00261. (2) The peptide sequence is LRDLSQAYRY. The MHC is Mamu-B17 with pseudo-sequence Mamu-B17. The binding affinity (normalized) is 0.201. (3) The binding affinity (normalized) is 0.158. The peptide sequence is SILSPFLPL. The MHC is HLA-A11:01 with pseudo-sequence HLA-A11:01. (4) The peptide sequence is IPDVIELAY. The MHC is HLA-A30:02 with pseudo-sequence HLA-A30:02. The binding affinity (normalized) is 0.267. (5) The peptide sequence is LLAKREVPTV. The MHC is HLA-A02:03 with pseudo-sequence HLA-A02:03. The binding affinity (normalized) is 0.595. (6) The peptide sequence is NVWATHACV. The MHC is HLA-A02:16 with pseudo-sequence HLA-A02:16. The binding affinity (normalized) is 0.834. (7) The peptide sequence is HSTYFPCFTA. The MHC is Mamu-B01 with pseudo-sequence Mamu-B01. The binding affinity (normalized) is 0.